From a dataset of Catalyst prediction with 721,799 reactions and 888 catalyst types from USPTO. Predict which catalyst facilitates the given reaction. Reactant: C([Mg]Br)C.[Cl-].C([C:28]1[CH:27]=[CH:26][CH:25]=C(C(C)C)[C:23]=1[NH+:20]1CC[N:20]([C:23]2[C:28](C(C)C)=[CH:27][CH:26]=[CH:25]C=2C(C)C)C1)(C)C.C1(P(C2C=CC=CC=2)C2C=CC=CC=2)C=CC=CC=1.[C:54]1([CH3:64])[CH:59]=[C:58]([CH3:60])[CH:57]=[C:56]([CH3:61])[C:55]=1[Mg]Br.BrC1C=CC=CN=1.C(C(C(C([O-])=O)O)O)([O-])=O.[K+].[Na+]. Product: [CH3:64][C:54]1[CH:59]=[C:58]([CH3:60])[CH:57]=[C:56]([CH3:61])[C:55]=1[C:25]1[CH:26]=[CH:27][CH:28]=[CH:23][N:20]=1. The catalyst class is: 1.